Dataset: Catalyst prediction with 721,799 reactions and 888 catalyst types from USPTO. Task: Predict which catalyst facilitates the given reaction. (1) Reactant: Br[C:2](=[C:11]1[C:19]2[C:14](=[CH:15][CH:16]=[CH:17][CH:18]=2)[NH:13][C:12]1=[O:20])[C:3]1[CH:8]=[CH:7][C:6]([O:9][CH3:10])=[CH:5][CH:4]=1.C(=O)([O-])[O-].[Na+].[Na+].[CH2:27]([O:29][C:30]1[CH:31]=[C:32](B(O)O)[CH:33]=[CH:34][CH:35]=1)[CH3:28].O. Product: [CH2:27]([O:29][C:30]1[CH:35]=[C:34]([C:5]2[C:6]([O:9][CH3:10])=[CH:7][CH:8]=[C:3]([CH:2]=[C:11]3[C:19]4[C:14](=[CH:15][CH:16]=[CH:17][CH:18]=4)[NH:13][C:12]3=[O:20])[CH:4]=2)[CH:33]=[CH:32][CH:31]=1)[CH3:28]. The catalyst class is: 335. (2) Reactant: [N:1]1([CH2:7][CH2:8][O:9][C:10]2[CH:15]=[CH:14][C:13]([NH2:16])=[CH:12][CH:11]=2)[CH2:6][CH2:5][O:4][CH2:3][CH2:2]1.C(N(CC)C(C)C)(C)C.[Br:26][C:27]1[N:32]2[CH:33]=[CH:34][N:35]=[C:31]2[C:30](Br)=[N:29][CH:28]=1. Product: [Br:26][C:27]1[N:32]2[CH:33]=[CH:34][N:35]=[C:31]2[C:30]([NH:16][C:13]2[CH:14]=[CH:15][C:10]([O:9][CH2:8][CH2:7][N:1]3[CH2:6][CH2:5][O:4][CH2:3][CH2:2]3)=[CH:11][CH:12]=2)=[N:29][CH:28]=1. The catalyst class is: 32. (3) Reactant: [NH:1]1[C:9]2[CH:8]=[CH:7][CH:6]=[C:5]([CH:10]=O)[C:4]=2[CH:3]=[CH:2]1.[CH3:12][NH2:13].[BH4-].[Na+].O. Product: [NH:1]1[C:9]2[C:4](=[C:5]([CH2:10][NH:13][CH3:12])[CH:6]=[CH:7][CH:8]=2)[CH:3]=[CH:2]1. The catalyst class is: 5. (4) Reactant: [N:1]1[CH:6]=[CH:5][CH:4]=[C:3]([NH:7][C:8](=[O:15])OCC(Cl)(Cl)Cl)[CH:2]=1.[S:16]1[CH:20]=[CH:19][C:18]([C:21]2[N:25]=[C:24]([N:26]3[CH2:31][CH2:30][NH:29][CH2:28][CH2:27]3)[S:23][N:22]=2)=[CH:17]1.C(N(C(C)C)CC)(C)C.O. Product: [N:1]1[CH:6]=[CH:5][CH:4]=[C:3]([NH:7][C:8]([N:29]2[CH2:28][CH2:27][N:26]([C:24]3[S:23][N:22]=[C:21]([C:18]4[CH:19]=[CH:20][S:16][CH:17]=4)[N:25]=3)[CH2:31][CH2:30]2)=[O:15])[CH:2]=1. The catalyst class is: 16.